Dataset: Reaction yield outcomes from USPTO patents with 853,638 reactions. Task: Predict the reaction yield, written as a fraction of the theoretical maximum amount of product (1.0 means a 100% yield; for example, 0.34 means a 34% yield). The reactants are [N-:1]=[N+:2]=[N-:3].[Na+].[CH2:5]([O:12][CH2:13][C@@H:14](OS(C)(=O)=O)[C@@H:15]1[CH2:19][C@@H:18]([CH3:20])[C:17](=[O:21])[O:16]1)[C:6]1[CH:11]=[CH:10][CH:9]=[CH:8][CH:7]=1. The catalyst is CN1C(=O)N(C)CCC1. The product is [N:1]([C@H:14]([C@H:15]1[O:16][C:17](=[O:21])[C@H:18]([CH3:20])[CH2:19]1)[CH2:13][O:12][CH2:5][C:6]1[CH:11]=[CH:10][CH:9]=[CH:8][CH:7]=1)=[N+:2]=[N-:3]. The yield is 0.910.